From a dataset of Catalyst prediction with 721,799 reactions and 888 catalyst types from USPTO. Predict which catalyst facilitates the given reaction. (1) Reactant: [Cl:1][S:2]([N:5]=[C:6]=[O:7])(=[O:4])=[O:3].[C:8]([OH:12])([CH3:11])([CH3:10])[CH3:9]. Product: [C:8]([O:12][C:6]([NH:5][S:2]([Cl:1])(=[O:4])=[O:3])=[O:7])([CH3:11])([CH3:10])[CH3:9]. The catalyst class is: 2. (2) Reactant: [OH-].[Li+].O.[Cl:4][C:5]1[CH:6]=[C:7]([C:11]([O:13]CC)=[O:12])[NH:8][C:9]=1[Cl:10].Cl. Product: [Cl:4][C:5]1[CH:6]=[C:7]([C:11]([OH:13])=[O:12])[NH:8][C:9]=1[Cl:10]. The catalyst class is: 1. (3) Reactant: [N:1]1[C:2]([C:10]2[CH:15]=[CH:14][C:13]([NH:16][C:17](=[O:22])[C:18]([F:21])([F:20])[F:19])=[CH:12][CH:11]=2)=[CH:3][N:4]2[CH:9]=[CH:8][CH:7]=[CH:6][C:5]=12.[H-].[Na+].[CH3:25]I.O. Product: [N:1]1[C:2]([C:10]2[CH:11]=[CH:12][C:13]([N:16]([CH3:25])[C:17](=[O:22])[C:18]([F:19])([F:20])[F:21])=[CH:14][CH:15]=2)=[CH:3][N:4]2[CH:9]=[CH:8][CH:7]=[CH:6][C:5]=12. The catalyst class is: 3. (4) Reactant: [CH:1]1([C:4]2[CH:9]=[CH:8][C:7]([CH2:10]O)=[CH:6][C:5]=2[C:12]([F:15])([F:14])[F:13])[CH2:3][CH2:2]1.S(Cl)([Cl:18])=O. Product: [Cl:18][CH2:10][C:7]1[CH:8]=[CH:9][C:4]([CH:1]2[CH2:3][CH2:2]2)=[C:5]([C:12]([F:15])([F:14])[F:13])[CH:6]=1. The catalyst class is: 26. (5) Reactant: [Cl:1][C:2]1[N:7]=[C:6]2[NH:8][N:9]=[CH:10][C:5]2=[C:4]([N:11]2[CH2:16][CH2:15][O:14][CH2:13][CH2:12]2)[N:3]=1.[H-].[Na+].[CH2:19](I)[CH3:20]. Product: [Cl:1][C:2]1[N:7]=[C:6]2[N:8]([CH2:19][CH3:20])[N:9]=[CH:10][C:5]2=[C:4]([N:11]2[CH2:12][CH2:13][O:14][CH2:15][CH2:16]2)[N:3]=1. The catalyst class is: 60. (6) Reactant: Cl.FC1C=C(C=CC=1)CN1C=C(C2C3C(=NC=C(C4C=CC(C5CCNCC5)=CC=4)C=3)N(S(C3C=CC(C)=CC=3)(=O)=O)C=2)C=N1.[N:46]1[CH:51]=[CH:50][C:49]([CH2:52][N:53]2[CH:57]=[C:56]([C:58]3[C:66]4[C:61](=[N:62][CH:63]=[C:64]([C:67]5[CH:72]=[CH:71][C:70]([CH:73]6[CH2:78][CH2:77][N:76]([C:79]([O:81][C:82]([CH3:85])([CH3:84])[CH3:83])=[O:80])[CH2:75][CH2:74]6)=[CH:69][CH:68]=5)[CH:65]=4)[N:60](S(C4C=CC(C)=CC=4)(=O)=O)[CH:59]=3)[CH:55]=[N:54]2)=[CH:48][CH:47]=1.[OH-].[Li+]. Product: [N:46]1[CH:47]=[CH:48][C:49]([CH2:52][N:53]2[CH:57]=[C:56]([C:58]3[C:66]4[C:61](=[N:62][CH:63]=[C:64]([C:67]5[CH:68]=[CH:69][C:70]([CH:73]6[CH2:74][CH2:75][N:76]([C:79]([O:81][C:82]([CH3:85])([CH3:84])[CH3:83])=[O:80])[CH2:77][CH2:78]6)=[CH:71][CH:72]=5)[CH:65]=4)[NH:60][CH:59]=3)[CH:55]=[N:54]2)=[CH:50][CH:51]=1. The catalyst class is: 87. (7) Reactant: [F:1][C:2]1[CH:7]=[CH:6][C:5]([CH2:8]O)=[CH:4][C:3]=1[O:10][CH3:11].S(Cl)([Cl:14])=O. Product: [Cl:14][CH2:8][C:5]1[CH:6]=[CH:7][C:2]([F:1])=[C:3]([O:10][CH3:11])[CH:4]=1. The catalyst class is: 120.